Dataset: Reaction yield outcomes from USPTO patents with 853,638 reactions. Task: Predict the reaction yield, written as a fraction of the theoretical maximum amount of product (1.0 means a 100% yield; for example, 0.34 means a 34% yield). (1) The reactants are C(OC([N:8]1[CH2:13][CH2:12][CH2:11][C@H:10]([NH:14][C:15]([C:17]2[C:21]([NH:22][C:23]([NH2:25])=[O:24])=[CH:20][N:19]([C:26]3[CH:31]=[CH:30][CH:29]=[C:28]([F:32])[CH:27]=3)[CH:18]=2)=[O:16])[CH2:9]1)=O)(C)(C)C.[CH2:33](N)[CH2:34][CH3:35].C(OCC)(=O)C. The catalyst is C(Cl)Cl. The product is [NH:8]1[CH2:13][CH2:12][CH2:11][C@H:10]([NH:14][C:15]([C:17]2[C:21]([NH:22][C:23]([NH:25][CH2:33][CH2:34][CH3:35])=[O:24])=[CH:20][N:19]([C:26]3[CH:31]=[CH:30][CH:29]=[C:28]([F:32])[CH:27]=3)[CH:18]=2)=[O:16])[CH2:9]1. The yield is 0.650. (2) The reactants are [OH:1][CH2:2][C:3]1[CH:10]=[CH:9][C:6]([CH:7]=[O:8])=[CH:5][CH:4]=1.[CH3:11][C:12]([Si:15](Cl)([CH3:17])[CH3:16])([CH3:14])[CH3:13].N1C=CN=C1. The catalyst is CN(C=O)C. The product is [Si:15]([O:8][CH2:7][C:6]1[CH:9]=[CH:10][C:3]([CH:2]=[O:1])=[CH:4][CH:5]=1)([C:12]([CH3:14])([CH3:13])[CH3:11])([CH3:17])[CH3:16]. The yield is 0.354.